This data is from Forward reaction prediction with 1.9M reactions from USPTO patents (1976-2016). The task is: Predict the product of the given reaction. (1) The product is: [Br:1][C:2]1[CH:3]=[C:4]2[C:9](=[CH:10][CH:11]=1)[N:8]=[C:7]([Cl:12])[C:6]([CH2:13][C:14]1[CH:19]=[CH:18][C:17]([S:23]([CH3:22])(=[O:25])=[O:24])=[CH:16][CH:15]=1)=[C:5]2[Cl:21]. Given the reactants [Br:1][C:2]1[CH:3]=[C:4]2[C:9](=[CH:10][CH:11]=1)[N:8]=[C:7]([Cl:12])[C:6]([CH2:13][C:14]1[CH:19]=[CH:18][C:17](Cl)=[CH:16][CH:15]=1)=[C:5]2[Cl:21].[CH3:22][S:23](C1C=CC(CC(C(O)=O)C(O)=O)=CC=1)(=[O:25])=[O:24], predict the reaction product. (2) Given the reactants [CH:1]1([C:4]2[C:5]([O:13][C@H:14]([CH3:19])[C:15]([F:18])([F:17])[F:16])=[CH:6][C:7]([C:10]([OH:12])=O)=[N:8][CH:9]=2)[CH2:3][CH2:2]1.[CH:20]1([C:23]([NH2:31])([C:25]2[N:29]=[C:28]([CH3:30])[O:27][N:26]=2)[CH3:24])[CH2:22][CH2:21]1, predict the reaction product. The product is: [CH:20]1([C:23]([NH:31][C:10]([C:7]2[CH:6]=[C:5]([O:13][C@H:14]([CH3:19])[C:15]([F:18])([F:17])[F:16])[C:4]([CH:1]3[CH2:2][CH2:3]3)=[CH:9][N:8]=2)=[O:12])([C:25]2[N:29]=[C:28]([CH3:30])[O:27][N:26]=2)[CH3:24])[CH2:22][CH2:21]1. (3) Given the reactants [CH3:1][C:2]1[C:3]([C:7]([C@@H:9]2[CH2:13][CH2:12][C:11](=[O:14])[N:10]2[CH2:15][CH2:16][NH:17][C:18](=[O:24])[O:19][C:20]([CH3:23])([CH3:22])[CH3:21])=[O:8])=[CH:4][S:5][CH:6]=1, predict the reaction product. The product is: [C:20]([O:19][C:18](=[O:24])[NH:17][CH2:16][CH2:15][N:10]1[C:11](=[O:14])[CH2:12][CH2:13][C@H:9]1[C@H:7]([OH:8])[C:3]1[C:2]([CH3:1])=[CH:6][S:5][CH:4]=1)([CH3:23])([CH3:21])[CH3:22]. (4) Given the reactants [CH3:1][Si:2]([C:7]1[CH:12]=[CH:11][CH:10]=[CH:9][CH:8]=1)([O:5][CH3:6])[O:3][CH3:4].[CH3:13][C:14]([CH3:18])=[CH:15]CO, predict the reaction product. The product is: [CH3:1][Si:2]([C:7]1[CH:12]=[CH:11][CH:10]=[CH:9][CH:8]=1)([O:3][CH3:4])[O:5][CH2:6][CH:13]=[C:14]([CH3:18])[CH3:15]. (5) Given the reactants I[C:2]1[CH:7]=[CH:6][C:5]([OH:8])=[CH:4][CH:3]=1.[CH3:9][C:10]1[CH:15]=[CH:14][C:13](B(O)O)=[CH:12][CH:11]=1.[OH-].[Na+], predict the reaction product. The product is: [CH3:9][C:10]1[CH:15]=[CH:14][C:13]([C:2]2[CH:7]=[CH:6][C:5]([OH:8])=[CH:4][CH:3]=2)=[CH:12][CH:11]=1. (6) Given the reactants [CH3:1][O:2][C:3]1[C:4]([CH3:13])=[C:5]([CH:10]=[CH:11][CH:12]=1)[C:6]([NH:8][NH2:9])=[O:7].CCO[CH2:17][CH3:18], predict the reaction product. The product is: [CH2:6]1[C:17]2[C:18](=[CH:12][CH:3]=[CH:4][CH:13]=2)[CH2:11][CH2:10][C:5]1=[N:9][NH:8][C:6](=[O:7])[C:5]1[CH:10]=[CH:11][CH:12]=[C:3]([O:2][CH3:1])[C:4]=1[CH3:13]. (7) Given the reactants [Br:1][C:2]1[CH:10]=[C:9]2[C:5]([CH2:6][C:7]3([CH2:16][CH2:15][CH:14]([OH:17])[CH2:13][CH2:12]3)[C:8]2=[O:11])=[CH:4][CH:3]=1.[CH3:18]C(C)([O-])C.[K+].CI.O, predict the reaction product. The product is: [Br:1][C:2]1[CH:10]=[C:9]2[C:5]([CH2:6][C:7]3([CH2:16][CH2:15][CH:14]([O:17][CH3:18])[CH2:13][CH2:12]3)[C:8]2=[O:11])=[CH:4][CH:3]=1. (8) Given the reactants [Cl:1][C:2](Cl)([O:4]C(=O)OC(Cl)(Cl)Cl)Cl.N1C=CC=CC=1.[C:19]1([CH2:25][CH2:26][CH2:27][CH2:28][CH2:29][OH:30])[CH:24]=[CH:23][CH:22]=[CH:21][CH:20]=1, predict the reaction product. The product is: [C:19]1([CH2:25][CH2:26][CH2:27][CH2:28][CH2:29][O:30][C:2]([Cl:1])=[O:4])[CH:24]=[CH:23][CH:22]=[CH:21][CH:20]=1.